This data is from Forward reaction prediction with 1.9M reactions from USPTO patents (1976-2016). The task is: Predict the product of the given reaction. (1) Given the reactants [Br:1][C:2]1[C:3]([N:22]2[CH2:27][CH2:26][CH2:25][C@@H:24]([NH:28]C(=O)OC(C)(C)C)[CH2:23]2)=[C:4]2[C:10]([NH:11][C:12](=[O:21])[C:13]3[CH:18]=[CH:17][C:16]([F:19])=[C:15]([Cl:20])[CH:14]=3)=[CH:9][NH:8][C:5]2=[N:6][CH:7]=1.C(O)(C(F)(F)F)=O, predict the reaction product. The product is: [ClH:20].[NH2:28][C@@H:24]1[CH2:25][CH2:26][CH2:27][N:22]([C:3]2[C:2]([Br:1])=[CH:7][N:6]=[C:5]3[NH:8][CH:9]=[C:10]([NH:11][C:12](=[O:21])[C:13]4[CH:18]=[CH:17][C:16]([F:19])=[C:15]([Cl:20])[CH:14]=4)[C:4]=23)[CH2:23]1. (2) Given the reactants [N+:1]([O-:4])(O)=[O:2].OS(O)(=O)=O.[F:10][C:11]1[CH:12]=[C:13]([CH:17]=[C:18]([F:21])[C:19]=1[F:20])[C:14]([OH:16])=[O:15], predict the reaction product. The product is: [N+:1]([C:17]1[C:18]([F:21])=[C:19]([F:20])[C:11]([F:10])=[CH:12][C:13]=1[C:14]([OH:16])=[O:15])([O-:4])=[O:2]. (3) Given the reactants [H-].[Na+].C(OP([CH:11]([CH3:17])[C:12]([O:14][CH2:15][CH3:16])=[O:13])(OCC)=O)C.[Br:18][C:19]1[CH:20]=[CH:21][C:22]([N:27]2[CH2:32][CH2:31][CH2:30][CH2:29][CH2:28]2)=[C:23]([CH:26]=1)[CH:24]=O.O, predict the reaction product. The product is: [Br:18][C:19]1[CH:20]=[CH:21][C:22]([N:27]2[CH2:32][CH2:31][CH2:30][CH2:29][CH2:28]2)=[C:23](/[CH:24]=[C:11](\[CH3:17])/[C:12]([O:14][CH2:15][CH3:16])=[O:13])[CH:26]=1.